This data is from Tyrosyl-DNA phosphodiesterase HTS with 341,365 compounds. The task is: Binary Classification. Given a drug SMILES string, predict its activity (active/inactive) in a high-throughput screening assay against a specified biological target. (1) The molecule is s1c2c(nc1N\N=C1\C(=O)NC(=O)NC1=O)ccc(OCC)c2. The result is 1 (active). (2) The compound is Fc1c(Cn2nnc3c2nc(nc3NCC#C)CC)cccc1. The result is 0 (inactive). (3) The compound is S(=O)(=O)(Nc1ccc(C(=O)N2CCC(CC2)C)cc1)C. The result is 0 (inactive).